This data is from Catalyst prediction with 721,799 reactions and 888 catalyst types from USPTO. The task is: Predict which catalyst facilitates the given reaction. (1) Reactant: [F:1][C:2]1[CH:3]=[C:4]([CH:45]=[C:46]([F:48])[CH:47]=1)[CH2:5][N:6]1[C:10](C)=[C:9]([C:12]2[C:20]3[C:15](=[N:16][CH:17]=[C:18]([C:21]4[CH:22]=[CH:23][C:24]([O:32][CH3:33])=[C:25]([NH:27][S:28]([CH3:31])(=[O:30])=[O:29])[CH:26]=4)[CH:19]=3)[N:14](S(C3C=CC(C)=CC=3)(=O)=O)[CH:13]=2)[C:8](C)=[N:7]1.[OH-].[Li+]. Product: [F:48][C:46]1[CH:45]=[C:4]([CH:3]=[C:2]([F:1])[CH:47]=1)[CH2:5][N:6]1[CH:10]=[C:9]([C:12]2[C:20]3[C:15](=[N:16][CH:17]=[C:18]([C:21]4[CH:22]=[CH:23][C:24]([O:32][CH3:33])=[C:25]([NH:27][S:28]([CH3:31])(=[O:29])=[O:30])[CH:26]=4)[CH:19]=3)[NH:14][CH:13]=2)[CH:8]=[N:7]1. The catalyst class is: 87. (2) Reactant: [F:1][C:2]1[CH:23]=[CH:22][CH:21]=[C:20]([F:24])[C:3]=1[CH2:4][O:5][C:6]1[C:7]2[N:8]([C:13]([C:17](O)=[O:18])=[C:14]([CH3:16])[N:15]=2)[CH:9]=[C:10]([CH3:12])[CH:11]=1.CN(C(ON1N=NC2C=CC=NC1=2)=[N+](C)C)C.F[P-](F)(F)(F)(F)F.C(N(CC)C(C)C)(C)C.[NH2:58][CH2:59][C:60]([NH:64][C:65](=[O:74])[O:66][CH2:67][C:68]1[CH:73]=[CH:72][CH:71]=[CH:70][CH:69]=1)([CH3:63])[CH2:61][F:62].O.C(O)(C(F)(F)F)=O. Product: [F:24][C:20]1[CH:21]=[CH:22][CH:23]=[C:2]([F:1])[C:3]=1[CH2:4][O:5][C:6]1[C:7]2[N:8]([C:13]([C:17]([NH:58][CH2:59][C:60]([NH:64][C:65](=[O:74])[O:66][CH2:67][C:68]3[CH:73]=[CH:72][CH:71]=[CH:70][CH:69]=3)([CH3:63])[CH2:61][F:62])=[O:18])=[C:14]([CH3:16])[N:15]=2)[CH:9]=[C:10]([CH3:12])[CH:11]=1. The catalyst class is: 3. (3) Reactant: [NH:1]1[CH2:6][CH2:5][CH:4]([CH2:7][CH:8]2[CH2:13][CH2:12][N:11]([C:14]([O:16][C:17]([CH3:20])([CH3:19])[CH3:18])=[O:15])[CH2:10][CH2:9]2)[CH2:3][CH2:2]1.[CH2:21]1[CH:23]([CH:24](O)C#N)[CH2:22]1.C(N(CC)CC)C.C(O[BH-](OC(=O)C)OC(=O)C)(=O)C.[Na+]. Product: [CH:23]1([CH2:24][N:1]2[CH2:2][CH2:3][CH:4]([CH2:7][CH:8]3[CH2:9][CH2:10][N:11]([C:14]([O:16][C:17]([CH3:20])([CH3:19])[CH3:18])=[O:15])[CH2:12][CH2:13]3)[CH2:5][CH2:6]2)[CH2:21][CH2:22]1. The catalyst class is: 4. (4) Product: [I:16][C:14]1[CH:15]=[C:10]2[N:9]=[C:8]([NH:17][C:18](=[O:22])[O:19][CH2:20][CH3:21])[N:7]([CH2:6][C:5]3[CH:23]=[CH:24][C:2]([O:1][CH2:40][C:41]4[CH:42]=[CH:43][C:44]([C:47]([F:52])([F:53])[C:48]([F:49])([F:50])[F:51])=[CH:45][CH:46]=4)=[C:3]([O:25][CH3:26])[CH:4]=3)[C:11]2=[N:12][CH:13]=1. The catalyst class is: 30. Reactant: [OH:1][C:2]1[CH:24]=[CH:23][C:5]([CH2:6][N:7]2[C:11]3=[N:12][CH:13]=[C:14]([I:16])[CH:15]=[C:10]3[N:9]=[C:8]2[NH:17][C:18](=[O:22])[O:19][CH2:20][CH3:21])=[CH:4][C:3]=1[O:25][CH3:26].[OH-].[Na+].CC1C=CC(S(O[CH2:40][C:41]2[CH:46]=[CH:45][C:44]([C:47]([F:53])([F:52])[C:48]([F:51])([F:50])[F:49])=[CH:43][CH:42]=2)(=O)=O)=CC=1. (5) Reactant: [Cl:1][C:2]1[CH:3]=[C:4]([CH:9]=[CH:10][CH:11]=1)[C:5]([NH:7][OH:8])=[NH:6].CC(C)([O-])C.[K+].C(O[C:21](=O)[CH:22]([CH3:38])[CH2:23][C:24]1[N:28]([CH:29]2[CH2:31][CH2:30]2)[C:27]([C:32]2[CH:37]=[CH:36][N:35]=[CH:34][CH:33]=2)=[N:26][N:25]=1)C. Product: [Cl:1][C:2]1[CH:3]=[C:4]([C:5]2[N:6]=[C:21]([CH:22]([CH3:38])[CH2:23][C:24]3[N:28]([CH:29]4[CH2:31][CH2:30]4)[C:27]([C:32]4[CH:33]=[CH:34][N:35]=[CH:36][CH:37]=4)=[N:26][N:25]=3)[O:8][N:7]=2)[CH:9]=[CH:10][CH:11]=1. The catalyst class is: 259. (6) Reactant: [NH2:1][C:2]1[C:10]2[C:9]([CH3:11])=[C:8]([CH3:12])[N:7]=[N:6][C:5]=2[S:4][C:3]=1[C:13]([OH:15])=O.C(NC(C)C)(C)C.CN(C(ON1N=NC2C=CC=NC1=2)=[N+](C)C)C.F[P-](F)(F)(F)(F)F.[F:47][CH2:48][O:49][C:50]1[CH:55]=[CH:54][C:53]([CH2:56][NH2:57])=[CH:52][CH:51]=1. Product: [NH2:1][C:2]1[C:10]2[C:9]([CH3:11])=[C:8]([CH3:12])[N:7]=[N:6][C:5]=2[S:4][C:3]=1[C:13]([NH:57][CH2:56][C:53]1[CH:52]=[CH:51][C:50]([O:49][CH2:48][F:47])=[CH:55][CH:54]=1)=[O:15]. The catalyst class is: 9. (7) Reactant: [CH3:1][NH:2][C:3]1[C:12]2[C:7](=[CH:8][CH:9]=[C:10]([OH:13])[CH:11]=2)[N:6]=[C:5]([C:14]2[CH:15]=[N:16][CH:17]=[CH:18][CH:19]=2)[N:4]=1.C(=O)([O-])[O-].[K+].[K+].Br[CH2:27][CH2:28][CH2:29][Cl:30]. Product: [Cl:30][CH2:29][CH2:28][CH2:27][O:13][C:10]1[CH:11]=[C:12]2[C:7](=[CH:8][CH:9]=1)[N:6]=[C:5]([C:14]1[CH:15]=[N:16][CH:17]=[CH:18][CH:19]=1)[N:4]=[C:3]2[NH:2][CH3:1]. The catalyst class is: 18.